The task is: Regression. Given two drug SMILES strings and cell line genomic features, predict the synergy score measuring deviation from expected non-interaction effect.. This data is from NCI-60 drug combinations with 297,098 pairs across 59 cell lines. (1) Drug 1: COC1=C(C=C2C(=C1)N=CN=C2NC3=CC(=C(C=C3)F)Cl)OCCCN4CCOCC4. Drug 2: CS(=O)(=O)OCCCCOS(=O)(=O)C. Cell line: A549. Synergy scores: CSS=41.8, Synergy_ZIP=-0.428, Synergy_Bliss=3.21, Synergy_Loewe=3.36, Synergy_HSA=6.42. (2) Cell line: SN12C. Drug 2: C1=CN(C=N1)CC(O)(P(=O)(O)O)P(=O)(O)O. Drug 1: CC1=C2C(C(=O)C3(C(CC4C(C3C(C(C2(C)C)(CC1OC(=O)C(C(C5=CC=CC=C5)NC(=O)OC(C)(C)C)O)O)OC(=O)C6=CC=CC=C6)(CO4)OC(=O)C)OC)C)OC. Synergy scores: CSS=53.1, Synergy_ZIP=13.7, Synergy_Bliss=15.6, Synergy_Loewe=-0.270, Synergy_HSA=15.6. (3) Drug 1: COC1=CC(=CC(=C1O)OC)C2C3C(COC3=O)C(C4=CC5=C(C=C24)OCO5)OC6C(C(C7C(O6)COC(O7)C8=CC=CS8)O)O. Drug 2: C1CC(=O)NC(=O)C1N2C(=O)C3=CC=CC=C3C2=O. Cell line: HT29. Synergy scores: CSS=30.5, Synergy_ZIP=5.78, Synergy_Bliss=1.29, Synergy_Loewe=-40.9, Synergy_HSA=1.69. (4) Synergy scores: CSS=17.1, Synergy_ZIP=0.0678, Synergy_Bliss=6.78, Synergy_Loewe=1.31, Synergy_HSA=6.51. Drug 1: CCC(=C(C1=CC=CC=C1)C2=CC=C(C=C2)OCCN(C)C)C3=CC=CC=C3.C(C(=O)O)C(CC(=O)O)(C(=O)O)O. Drug 2: COCCOC1=C(C=C2C(=C1)C(=NC=N2)NC3=CC=CC(=C3)C#C)OCCOC.Cl. Cell line: HCT116. (5) Drug 1: C1=CC(=C2C(=C1NCCNCCO)C(=O)C3=C(C=CC(=C3C2=O)O)O)NCCNCCO. Drug 2: CC1=C(C=C(C=C1)NC(=O)C2=CC=C(C=C2)CN3CCN(CC3)C)NC4=NC=CC(=N4)C5=CN=CC=C5. Cell line: HOP-62. Synergy scores: CSS=67.4, Synergy_ZIP=14.5, Synergy_Bliss=13.6, Synergy_Loewe=12.0, Synergy_HSA=15.4.